Task: Predict the reactants needed to synthesize the given product.. Dataset: Full USPTO retrosynthesis dataset with 1.9M reactions from patents (1976-2016) Given the product [CH2:1]([N:9]1[C:17]2[C:12](=[CH:13][C:14]([C:18]3[CH:19]=[C:20]([CH3:24])[CH:21]=[CH:22][CH:23]=3)=[CH:15][CH:16]=2)[C:11]([CH:25]=[N:28][OH:29])=[CH:10]1)[CH2:2][CH2:3][CH2:4][CH2:5][CH2:6][CH2:7][CH3:8], predict the reactants needed to synthesize it. The reactants are: [CH2:1]([N:9]1[C:17]2[C:12](=[CH:13][C:14]([C:18]3[CH:19]=[C:20]([CH3:24])[CH:21]=[CH:22][CH:23]=3)=[CH:15][CH:16]=2)[C:11]([CH:25]=O)=[CH:10]1)[CH2:2][CH2:3][CH2:4][CH2:5][CH2:6][CH2:7][CH3:8].Cl.[NH2:28][OH:29].N1C=CC=CC=1.Cl.